The task is: Regression. Given a peptide amino acid sequence and an MHC pseudo amino acid sequence, predict their binding affinity value. This is MHC class II binding data.. This data is from Peptide-MHC class II binding affinity with 134,281 pairs from IEDB. The peptide sequence is IYCQKSLKEVNQFSK. The MHC is DRB1_0101 with pseudo-sequence DRB1_0101. The binding affinity (normalized) is 0.618.